Task: Predict which catalyst facilitates the given reaction.. Dataset: Catalyst prediction with 721,799 reactions and 888 catalyst types from USPTO (1) Product: [CH3:1][O:2][C:3]1[CH:4]=[CH:5][C:6]2[NH:12][C:11](=[O:13])[N:10]([CH:14]3[CH2:19][CH2:18][N:17]([C:22]4[N:27]=[CH:26][N:25]=[C:24]([O:28][C:29]5[CH:30]=[C:31]([CH3:40])[C:32]6[NH:37][C:36](=[O:38])[CH2:35][O:34][C:33]=6[CH:39]=5)[CH:23]=4)[CH2:16][CH2:15]3)[CH2:9][CH2:8][C:7]=2[CH:20]=1. Reactant: [CH3:1][O:2][C:3]1[CH:4]=[CH:5][C:6]2[NH:12][C:11](=[O:13])[N:10]([CH:14]3[CH2:19][CH2:18][NH:17][CH2:16][CH2:15]3)[CH2:9][CH2:8][C:7]=2[CH:20]=1.Cl[C:22]1[N:27]=[CH:26][N:25]=[C:24]([O:28][C:29]2[CH:30]=[C:31]([CH3:40])[C:32]3[NH:37][C:36](=[O:38])[CH2:35][O:34][C:33]=3[CH:39]=2)[CH:23]=1.CCN(C(C)C)C(C)C.O. The catalyst class is: 121. (2) Reactant: C(Cl)CCl.[C:5]([O:9][C:10](=[O:18])[C:11]([CH3:17])([CH3:16])[CH2:12][C:13]([OH:15])=[O:14])([CH3:8])([CH3:7])[CH3:6].[Cl:19][C:20]1[CH:25]=[CH:24][C:23]([C:26]2([NH:29][C:30](=[O:64])/[CH:31]=[CH:32]/[C@:33]34[CH2:59][C:58](=[O:60])[C:57]([CH:61]([CH3:63])[CH3:62])=[C:34]3[C@@H:35]3[C@@:48]([CH3:51])([CH2:49][CH2:50]4)[C@@:47]4([CH3:52])[C@@H:38]([C@:39]5([CH3:56])[C@@H:44]([CH2:45][CH2:46]4)[C:43]([CH3:54])([CH3:53])[C@@H:42](O)[CH2:41][CH2:40]5)[CH2:37][CH2:36]3)[CH2:28][CH2:27]2)=[CH:22][CH:21]=1. Product: [CH3:16][C:11]([CH3:17])([CH2:12][C:13]([O:15][C@H:42]1[CH2:41][CH2:40][C@@:39]2([CH3:56])[C@@H:44]([CH2:45][CH2:46][C@:47]3([CH3:52])[C@@H:38]2[CH2:37][CH2:36][C@H:35]2[C@@:48]3([CH3:51])[CH2:49][CH2:50][C@@:33]3(/[CH:32]=[CH:31]/[C:30]([NH:29][C:26]4([C:23]5[CH:22]=[CH:21][C:20]([Cl:19])=[CH:25][CH:24]=5)[CH2:27][CH2:28]4)=[O:64])[CH2:59][C:58](=[O:60])[C:57]([CH:61]([CH3:63])[CH3:62])=[C:34]32)[C:43]1([CH3:53])[CH3:54])=[O:14])[C:10]([O:9][C:5]([CH3:8])([CH3:6])[CH3:7])=[O:18]. The catalyst class is: 166. (3) Reactant: [CH3:1][CH:2]1[C:15]2([O:19]CCO2)[CH2:14][CH2:13][C:12]2([C:20]3[CH:25]=[CH:24][CH:23]=[CH:22][CH:21]=3)[CH:3]1[CH2:4][CH2:5][C:6]1[C:7](O)=[N:8][C:9]([C:26]3[CH:31]=[CH:30][CH:29]=[CH:28][CH:27]=3)=[N:10][C:11]=12.CCN(C(C)C)C(C)C.P(Cl)(Cl)([Cl:44])=O. The catalyst class is: 11. Product: [Cl:44][C:7]1[C:6]2[CH2:5][CH2:4][CH:3]3[CH:2]([CH3:1])[C:15](=[O:19])[CH2:14][CH2:13][C:12]3([C:20]3[CH:25]=[CH:24][CH:23]=[CH:22][CH:21]=3)[C:11]=2[N:10]=[C:9]([C:26]2[CH:27]=[CH:28][CH:29]=[CH:30][CH:31]=2)[N:8]=1. (4) Reactant: [CH:1]1[CH:6]=[CH:5][CH:4]=[CH:3][CH:2]=1.[Cl:7][CH2:8][CH2:9][CH2:10][C:11](Cl)=[O:12].[Cl-].[Al+3].[Cl-].[Cl-]. Product: [Cl:7][CH2:8][CH2:9][CH2:10][C:11]([C:1]1[CH:6]=[CH:5][CH:4]=[CH:3][CH:2]=1)=[O:12]. The catalyst class is: 4. (5) Reactant: N1C=CC=CC=1.[I:7][C:8]1[CH:13]=[CH:12][C:11]([C:14]2([C:21]([OH:23])=O)[CH2:19][CH2:18][N:17]([CH3:20])[CH2:16][CH2:15]2)=[CH:10][CH:9]=1.[Cl:24][C:25]1[CH:26]=[C:27]([NH:32]C2C=CC=CC=2)[CH:28]=[C:29]([Cl:31])[CH:30]=1.CC(C)N=C=NC(C)C. Product: [Cl:24][C:25]1[CH:26]=[C:27]([NH:32][C:21]([C:14]2([C:11]3[CH:10]=[CH:9][C:8]([I:7])=[CH:13][CH:12]=3)[CH2:15][CH2:16][N:17]([CH3:20])[CH2:18][CH2:19]2)=[O:23])[CH:28]=[C:29]([Cl:31])[CH:30]=1. The catalyst class is: 239. (6) Reactant: [CH3:1][S:2]([OH:5])(=[O:4])=[O:3].[CH2:6]([O:12][C:13]([NH:15][N:16]=[CH:17][C:18]1[CH:23]=[CH:22][C:21]([NH:24][CH2:25][C:26]2[N:30]([CH3:31])[C:29]3[CH:32]=[CH:33][C:34]([C:36]([N:38]([C:46]4[CH:51]=[CH:50][CH:49]=[CH:48][N:47]=4)[CH2:39][CH2:40][C:41]([O:43][CH2:44][CH3:45])=[O:42])=[O:37])=[CH:35][C:28]=3[N:27]=2)=[CH:20][CH:19]=1)=[O:14])[CH2:7][CH2:8][CH2:9][CH2:10][CH3:11]. Product: [CH3:1][S:2]([OH:5])(=[O:4])=[O:3].[CH2:6]([O:12][C:13]([NH:15][N:16]=[CH:17][C:18]1[CH:19]=[CH:20][C:21]([NH:24][CH2:25][C:26]2[N:30]([CH3:31])[C:29]3[CH:32]=[CH:33][C:34]([C:36]([N:38]([C:46]4[CH:51]=[CH:50][CH:49]=[CH:48][N:47]=4)[CH2:39][CH2:40][C:41]([O:43][CH2:44][CH3:45])=[O:42])=[O:37])=[CH:35][C:28]=3[N:27]=2)=[CH:22][CH:23]=1)=[O:14])[CH2:7][CH2:8][CH2:9][CH2:10][CH3:11]. The catalyst class is: 13. (7) Reactant: [OH:1][C:2]1[CH:7]=[C:6]([O:8][CH2:9][CH2:10][O:11][CH3:12])[CH:5]=[CH:4][C:3]=1[CH:13]([CH3:20])[CH2:14][C:15]([O:17][CH2:18][CH3:19])=[O:16].[H-].[Na+].Cl[C:24]1[C:29]([Cl:30])=[CH:28][C:27]([C:31]([F:34])([F:33])[F:32])=[CH:26][N:25]=1.[Cl-].[NH4+]. Product: [Cl:30][C:29]1[C:24]([O:1][C:2]2[CH:7]=[C:6]([O:8][CH2:9][CH2:10][O:11][CH3:12])[CH:5]=[CH:4][C:3]=2[CH:13]([CH3:20])[CH2:14][C:15]([O:17][CH2:18][CH3:19])=[O:16])=[N:25][CH:26]=[C:27]([C:31]([F:33])([F:32])[F:34])[CH:28]=1. The catalyst class is: 9.